Dataset: Reaction yield outcomes from USPTO patents with 853,638 reactions. Task: Predict the reaction yield, written as a fraction of the theoretical maximum amount of product (1.0 means a 100% yield; for example, 0.34 means a 34% yield). (1) The reactants are [OH:1][C@@H:2]([CH2:34]O)[CH2:3][N:4]1[CH:8]=[CH:7][C:6]([NH:9][C:10](=[O:33])[CH:11]([N:17]2[CH2:21][C:20]([O:22][C:23]3[CH:28]=[CH:27][CH:26]=[C:25]([O:29][CH3:30])[C:24]=3[Cl:31])=[CH:19][C:18]2=[O:32])[CH2:12][C:13]([F:16])([CH3:15])[CH3:14])=[N:5]1.[CH3:36]N(C)CCCN=C=NCC.ON1C2C=CC=CC=2N=N1.Cl.O[C@@H](CO)CN1C=CC(NC(=O)[C@@H](N2CC(OC3C=CC=C(Cl)C=3Cl)=CC2=O)CC(C)C)=N1. The catalyst is ClCCl. The product is [OH:1][C:2]([CH3:34])([CH3:36])[CH2:3][N:4]1[CH:8]=[CH:7][C:6]([NH:9][C:10](=[O:33])[CH:11]([N:17]2[CH2:21][C:20]([O:22][C:23]3[CH:28]=[CH:27][CH:26]=[C:25]([O:29][CH3:30])[C:24]=3[Cl:31])=[CH:19][C:18]2=[O:32])[CH2:12][C:13]([F:16])([CH3:14])[CH3:15])=[N:5]1. The yield is 0.570. (2) The reactants are Br[C:2]1[CH:7]=[C:6]([Br:8])[CH:5]=[CH:4][C:3]=1[NH:9][C:10]([C:12]1[CH:17]=[CH:16][C:15]([F:18])=[CH:14][CH:13]=1)=[S:11].[H-].[Na+]. The catalyst is CN1CCCC1=O.O. The product is [Br:8][C:6]1[CH:5]=[CH:4][C:3]2[N:9]=[C:10]([C:12]3[CH:17]=[CH:16][C:15]([F:18])=[CH:14][CH:13]=3)[S:11][C:2]=2[CH:7]=1. The yield is 0.760. (3) The reactants are [Cl:1][C:2]1[N:3]=[C:4]([O:20][CH:21]2[CH2:24][CH:23]([C:25]#[N:26])[CH2:22]2)[C:5]2[C:10](I)=[CH:9][N:8]([CH2:12][O:13][CH2:14][CH2:15][Si:16]([CH3:19])([CH3:18])[CH3:17])[C:6]=2[N:7]=1.[CH3:27][NH:28][C:29](=[O:45])[C:30]1[CH:35]=[CH:34][C:33](B2OC(C)(C)C(C)(C)O2)=[CH:32][CH:31]=1.C(=O)([O-])[O-].[Na+].[Na+].ClCCl. The catalyst is O1CCOCC1.O.Cl[Pd]Cl. The product is [Cl:1][C:2]1[N:3]=[C:4]([O:20][CH:21]2[CH2:24][CH:23]([C:25]#[N:26])[CH2:22]2)[C:5]2[C:10]([C:33]3[CH:34]=[CH:35][C:30]([C:29]([NH:28][CH3:27])=[O:45])=[CH:31][CH:32]=3)=[CH:9][N:8]([CH2:12][O:13][CH2:14][CH2:15][Si:16]([CH3:19])([CH3:18])[CH3:17])[C:6]=2[N:7]=1. The yield is 0.500. (4) The reactants are [CH:1]1([N:7]2[CH2:11][CH2:10][CH:9]([CH2:12][C:13]3[C:18]([Cl:19])=[CH:17][C:16]([C:20]4[CH:25]=[CH:24][C:23]([OH:26])=[CH:22][CH:21]=4)=[CH:15][C:14]=3[Cl:27])[C:8]2=[O:28])[CH2:6][CH2:5][CH2:4][CH2:3][CH2:2]1.Br[CH2:30][C:31]([O:33][CH2:34][CH3:35])=[O:32].[Na+].ClC1C=C(C2C=CC(C([O-])=O)=CC=2)C=CC=1CC1CCN(C2CCCCC2)C1=O. The catalyst is CN(C=O)C. The product is [CH2:34]([O:33][C:31](=[O:32])[CH2:30][O:26][C:23]1[CH:24]=[CH:25][C:20]([C:16]2[CH:15]=[C:14]([Cl:27])[C:13]([CH2:12][CH:9]3[CH2:10][CH2:11][N:7]([CH:1]4[CH2:6][CH2:5][CH2:4][CH2:3][CH2:2]4)[C:8]3=[O:28])=[C:18]([Cl:19])[CH:17]=2)=[CH:21][CH:22]=1)[CH3:35]. The yield is 0.880.